From a dataset of Forward reaction prediction with 1.9M reactions from USPTO patents (1976-2016). Predict the product of the given reaction. Given the reactants C(OC([N:8]1[C:12](=[O:13])[CH:11]=[C:10]([OH:14])[CH:9]1[CH2:15][CH2:16][C:17]1[CH:22]=[CH:21][CH:20]=[CH:19][CH:18]=1)=O)(C)(C)C.FC(F)(F)C(O)=O, predict the reaction product. The product is: [OH:14][C:10]1[CH:9]([CH2:15][CH2:16][C:17]2[CH:22]=[CH:21][CH:20]=[CH:19][CH:18]=2)[NH:8][C:12](=[O:13])[CH:11]=1.